From a dataset of Experimentally validated miRNA-target interactions with 360,000+ pairs, plus equal number of negative samples. Binary Classification. Given a miRNA mature sequence and a target amino acid sequence, predict their likelihood of interaction. (1) The miRNA is hsa-miR-6892-3p with sequence UCCCUCUCCCACCCCUUGCAG. The protein sequence of the target gene is MGDNPFQPKSNSKMAELFMECEEEELEPWQKKVKEVEDDDDDEPIFVGEISSSKPAISNILNRVNPSSYSRGLKNGALSRGITAAFKPTSQHYTNPTSNPVPASPINFHPESRSSDSSVIVQPFSKPGYITNSSRVVSNKSSELLFDLTQDTGLSHYQGGPTLSMAGMSESSFLSKRPSTSEVNNVNPKKPKPSESVSGANSSAVLPSVKSPSVTSSQAMLAKGTNTSSNQSKNGTPFPRACPKCNIHFNLLDPLKNHMKYCCPDMINNFLGLAKTEFSSTVNKNTTIDSEKGKLIMLVN.... Result: 0 (no interaction). (2) The miRNA is cel-miR-799 with sequence UGAACCCUGAUAAAGCUAGUGG. The protein sequence of the target gene is MAAQVTLEDALSNVDLLEELPLPDQQPCIEPPPSSLLYQPNFNTNFEDRNAFVTGIARYIEQATVHSSMNEMLEEGQEYAVMLYTWRSCSRAIPQVKCNEQPNRVEIYEKTVEVLEPEVTKLMNFMYFQRNAIERFCGEVRRLCHAERRKDFVSEAYLITLGKFINMFAVLDELKNMKCSVKNDHSAYKRAAQFLRKMADPQSIQESQNLSMFLANHNKITQSLQQQLEVISGYEELLADIVNLCVDYYENRMYLTPSEKHMLLKVMGFGLYLMDGSVSNIYKLDAKKRINLSKIDKYFK.... Result: 0 (no interaction). (3) The miRNA is cel-miR-229-5p with sequence AAUGACACUGGUUAUCUUUUCCAUCG. The protein sequence of the target gene is MAGSRGLPLLLLVLQLFLGPVLPVRAPVFGRSDTPTLSPEENEFVEEENQPVLVLSSEEPEPGPATVDCPRDCACSQEGVVDCGGIDLREFPGDLPEHTNHLSLQNNQLEKIYPEELSRLQRLETLNLQNNRLTSRGLPEEAFEHLTSLNYLYLANNKLTLAPRFLPNALISVDFAANYLTKIYGLTFGQKPNLRSVYLHNNKLADAGLPDHMFNGSSNVEILILSSNFLRHVPKHLPPALYKLHLKNNKLEKIPPGAFSELSNLRELYLQNNYLTDEGLDNETFWKLSSLEYLDLSSNN.... Result: 0 (no interaction).